The task is: Regression. Given a peptide amino acid sequence and an MHC pseudo amino acid sequence, predict their binding affinity value. This is MHC class I binding data.. This data is from Peptide-MHC class I binding affinity with 185,985 pairs from IEDB/IMGT. (1) The peptide sequence is LQYEGGAAL. The MHC is HLA-A02:01 with pseudo-sequence HLA-A02:01. The binding affinity (normalized) is 0.545. (2) The peptide sequence is FRCTGCVKF. The MHC is Mamu-B17 with pseudo-sequence Mamu-B17. The binding affinity (normalized) is 0.216. (3) The peptide sequence is PEGPLGQLL. The MHC is HLA-B18:01 with pseudo-sequence HLA-B18:01. The binding affinity (normalized) is 0.213.